Task: Predict the reaction yield, written as a fraction of the theoretical maximum amount of product (1.0 means a 100% yield; for example, 0.34 means a 34% yield).. Dataset: Reaction yield outcomes from USPTO patents with 853,638 reactions (1) The product is [F:1][C:2]1[CH:3]=[CH:4][C:5]([C:8]2[N:9]=[N:10][N:11]([CH3:13])[CH:12]=2)=[CH:6][CH:7]=1. The reactants are [F:1][C:2]1[CH:7]=[CH:6][C:5]([C:8]2[N:9]=[N:10][N:11]([CH2:13][Si](C)(C)C)[CH:12]=2)=[CH:4][CH:3]=1.O.[F-].C([N+](CCCC)(CCCC)CCCC)CCC. The yield is 0.980. The catalyst is C1COCC1. (2) The reactants are [F:1][C:2]1[CH:9]=[C:8]([C:10]([F:13])([F:12])[F:11])[CH:7]=[CH:6][C:3]=1C=O.[CH:14](OC)([O:17][CH3:18])[O:15][CH3:16].C1(C)C=CC(S(O)(=O)=O)=CC=1.C([O-])([O-])=O.[Na+].[Na+]. No catalyst specified. The product is [CH3:16][O:15][CH:14]([O:17][CH3:18])[C:3]1[CH:6]=[CH:7][C:8]([C:10]([F:13])([F:12])[F:11])=[CH:9][C:2]=1[F:1]. The yield is 0.980.